From a dataset of Full USPTO retrosynthesis dataset with 1.9M reactions from patents (1976-2016). Predict the reactants needed to synthesize the given product. (1) Given the product [O:33]([CH2:32][C:3]1[CH:4]=[C:5]([C:8]2([O:26][C@H:25]([CH2:27][O:28][C:29](=[O:31])[CH3:30])[C@@H:20]([O:21][C:22](=[O:24])[CH3:23])[C@H:15]([O:16][C:17](=[O:19])[CH3:18])[C@H:10]2[O:11][C:12](=[O:14])[CH3:13])[OH:9])[CH:6]=[CH:7][C:2]=1[C:41]#[N:42])[C:34]1[CH:35]=[CH:36][CH:37]=[CH:38][CH:39]=1, predict the reactants needed to synthesize it. The reactants are: Br[C:2]1[CH:7]=[CH:6][C:5]([C:8]2([O:26][C@H:25]([CH2:27][O:28][C:29](=[O:31])[CH3:30])[C@@H:20]([O:21][C:22](=[O:24])[CH3:23])[C@H:15]([O:16][C:17](=[O:19])[CH3:18])[C@H:10]2[O:11][C:12](=[O:14])[CH3:13])[OH:9])=[CH:4][C:3]=1[CH2:32][O:33][C:34]1[CH:39]=[CH:38][CH:37]=[CH:36][CH:35]=1.[Cu](C#N)[C:41]#[N:42]. (2) Given the product [Cl:1][C:2]1[CH:7]=[C:6]([F:8])[CH:5]=[CH:4][C:3]=1[CH2:9][NH:10][C:11](=[O:28])[CH2:12][C:13]1[C:14]([C:24]([F:27])([F:26])[F:25])=[N:15][N:16]([CH2:18][CH2:19][NH:20][CH:32]2[CH2:33][CH2:34][O:29][CH2:30][CH2:31]2)[CH:17]=1, predict the reactants needed to synthesize it. The reactants are: [Cl:1][C:2]1[CH:7]=[C:6]([F:8])[CH:5]=[CH:4][C:3]=1[CH2:9][NH:10][C:11](=[O:28])[CH2:12][C:13]1[C:14]([C:24]([F:27])([F:26])[F:25])=[N:15][N:16]([CH2:18][CH2:19][NH:20]CCO)[CH:17]=1.[O:29]1[CH2:34][CH2:33][CH:32](N)[CH2:31][CH2:30]1. (3) The reactants are: [CH3:1][C:2]1([CH3:15])[C@@H:6]2[CH2:7][CH2:8][C@@H:9]([C:11]([OH:13])=O)[CH2:10][N:5]2[C:4](=[O:14])[O:3]1.C(Cl)(C(Cl)=O)=O.Cl.[Cl:23][C:24]1[C:25]([CH2:30][NH2:31])=[N:26][CH:27]=[CH:28][N:29]=1. Given the product [Cl:23][C:24]1[C:25]([CH2:30][NH:31][C:11]([C@H:9]2[CH2:10][N:5]3[C:4](=[O:14])[O:3][C:2]([CH3:1])([CH3:15])[C@@H:6]3[CH2:7][CH2:8]2)=[O:13])=[N:26][CH:27]=[CH:28][N:29]=1, predict the reactants needed to synthesize it. (4) Given the product [Cl:15][C:14]1[C:8]2[C:9](=[N:10][N:6]([CH2:5][C:2]([NH:1][C:27](=[S:28])[C:26]3[CH:25]=[CH:24][C:23]([C:22]([F:21])([F:32])[F:33])=[CH:31][CH:30]=3)([C:3]#[N:4])[CH3:20])[N:7]=2)[CH:11]=[C:12]([C:16]([F:18])([F:17])[F:19])[CH:13]=1, predict the reactants needed to synthesize it. The reactants are: [NH2:1][C:2]([CH3:20])([CH2:5][N:6]1[N:10]=[C:9]2[CH:11]=[C:12]([C:16]([F:19])([F:18])[F:17])[CH:13]=[C:14]([Cl:15])[C:8]2=[N:7]1)[C:3]#[N:4].[F:21][C:22]([F:33])([F:32])[C:23]1[CH:31]=[CH:30][C:26]([C:27](Cl)=[S:28])=[CH:25][CH:24]=1. (5) Given the product [OH:16][N:8]1[C:9](=[O:15])[C:10]2[S:14][CH:13]=[CH:12][C:11]=2[N:6]([CH2:5][C:4]2[CH:3]=[C:2]([C:27]3[CH:28]=[CH:29][C:24]([C:22]([NH2:21])=[O:23])=[CH:25][CH:26]=3)[CH:20]=[CH:19][CH:18]=2)[C:7]1=[O:17], predict the reactants needed to synthesize it. The reactants are: Br[C:2]1[CH:3]=[C:4]([CH:18]=[CH:19][CH:20]=1)[CH2:5][N:6]1[C:11]2[CH:12]=[CH:13][S:14][C:10]=2[C:9](=[O:15])[N:8]([OH:16])[C:7]1=[O:17].[NH2:21][C:22]([C:24]1[CH:29]=[CH:28][C:27](B(O)O)=[CH:26][CH:25]=1)=[O:23]. (6) Given the product [CH3:1][C:2]1([CH3:41])[O:7][C:6]2[CH:8]=[CH:9][C:10]([C@@H:12]([OH:16])[CH2:13][NH:14][CH2:18][CH2:19][CH2:20][CH2:21][CH2:22][CH2:23][O:24][CH2:25][CH2:26][CH2:27][CH2:28][C:29]3[CH:30]=[C:31]([N:35]4[CH2:39][CH2:38][NH:37][C:36]4=[O:40])[CH:32]=[CH:33][CH:34]=3)=[CH:11][C:5]=2[CH2:4][O:3]1, predict the reactants needed to synthesize it. The reactants are: [CH3:1][C:2]1([CH3:41])[O:7][C:6]2[CH:8]=[CH:9][C:10]([C@H:12]3[O:16]C(=O)[N:14]([CH2:18][CH2:19][CH2:20][CH2:21][CH2:22][CH2:23][O:24][CH2:25][CH2:26][CH2:27][CH2:28][C:29]4[CH:34]=[CH:33][CH:32]=[C:31]([N:35]5[CH2:39][CH2:38][NH:37][C:36]5=[O:40])[CH:30]=4)[CH2:13]3)=[CH:11][C:5]=2[CH2:4][O:3]1. (7) Given the product [O:1]=[C:2]1[CH2:7][CH2:6][CH2:5][CH:4]([NH:8][C:9]2[CH:16]=[CH:15][C:12]([C:13]#[N:14])=[C:11]([C:17]([F:18])([F:19])[F:20])[CH:10]=2)[CH2:3]1, predict the reactants needed to synthesize it. The reactants are: [OH:1][CH:2]1[CH2:7][CH2:6][CH2:5][CH:4]([NH:8][C:9]2[CH:16]=[CH:15][C:12]([C:13]#[N:14])=[C:11]([C:17]([F:20])([F:19])[F:18])[CH:10]=2)[CH2:3]1.C(N(CC)CC)C.